This data is from Catalyst prediction with 721,799 reactions and 888 catalyst types from USPTO. The task is: Predict which catalyst facilitates the given reaction. Reactant: F[C:2]1[CH:7]=[C:6]([C:8]2[CH:13]=[CH:12][CH:11]=[C:10]([NH:14][CH2:15][C:16]3[CH:21]=[CH:20][CH:19]=[C:18]([F:22])[CH:17]=3)[N:9]=2)[C:5]([CH3:23])=[CH:4][N:3]=1.[C@H:24]1([NH2:31])[CH2:29][CH2:28][C@H:27]([NH2:30])[CH2:26][CH2:25]1.CCN(C(C)C)C(C)C. Product: [NH2:30][C@H:27]1[CH2:28][CH2:29][C@H:24]([NH:31][C:2]2[CH:7]=[C:6]([C:8]3[CH:13]=[CH:12][CH:11]=[C:10]([NH:14][CH2:15][C:16]4[CH:21]=[CH:20][CH:19]=[C:18]([F:22])[CH:17]=4)[N:9]=3)[C:5]([CH3:23])=[CH:4][N:3]=2)[CH2:25][CH2:26]1. The catalyst class is: 179.